This data is from Full USPTO retrosynthesis dataset with 1.9M reactions from patents (1976-2016). The task is: Predict the reactants needed to synthesize the given product. (1) The reactants are: C(OC([N:6]1[CH2:11][CH2:10][C:9](=O)[CH2:8][CH2:7]1)=O)C.[NH:13]1[CH2:18][CH2:17][O:16][CH2:15][CH2:14]1. Given the product [O:16]1[CH2:17][CH2:18][N:13]([CH:9]2[CH2:8][CH2:7][NH:6][CH2:11][CH2:10]2)[CH2:14][CH2:15]1, predict the reactants needed to synthesize it. (2) Given the product [C:12](=[N:25][NH:26][C:2]1[CH:11]=[CH:10][CH:9]=[C:8]2[C:3]=1[CH:4]=[CH:5][N:6]=[CH:7]2)([C:19]1[CH:20]=[CH:21][CH:22]=[CH:23][CH:24]=1)[C:13]1[CH:18]=[CH:17][CH:16]=[CH:15][CH:14]=1, predict the reactants needed to synthesize it. The reactants are: Br[C:2]1[CH:11]=[CH:10][CH:9]=[C:8]2[C:3]=1[CH:4]=[CH:5][N:6]=[CH:7]2.[C:12](=[N:25][NH2:26])([C:19]1[CH:24]=[CH:23][CH:22]=[CH:21][CH:20]=1)[C:13]1[CH:18]=[CH:17][CH:16]=[CH:15][CH:14]=1.CC(C)([O-])C.[Na+].